Dataset: TCR-epitope binding with 47,182 pairs between 192 epitopes and 23,139 TCRs. Task: Binary Classification. Given a T-cell receptor sequence (or CDR3 region) and an epitope sequence, predict whether binding occurs between them. (1) The epitope is AMFWSVPTV. The TCR CDR3 sequence is CAFGVNWDLPHSGNTIYF. Result: 1 (the TCR binds to the epitope). (2) The epitope is VLQAVGACV. The TCR CDR3 sequence is CASSQYFAAAGDEQYF. Result: 0 (the TCR does not bind to the epitope). (3) The epitope is RQLLFVVEV. The TCR CDR3 sequence is CASSEGSSPYNEQFF. Result: 1 (the TCR binds to the epitope). (4) Result: 0 (the TCR does not bind to the epitope). The TCR CDR3 sequence is CASSLARGLSYNEQFF. The epitope is KLSALGINAV.